This data is from Full USPTO retrosynthesis dataset with 1.9M reactions from patents (1976-2016). The task is: Predict the reactants needed to synthesize the given product. (1) Given the product [F:1][C:2]1[CH:7]=[CH:6][C:5]([CH3:8])=[CH:4][C:3]=1[N:9]1[C:13]([O:14][S:34]([C:37]([F:40])([F:39])[F:38])(=[O:36])=[O:35])=[CH:12][C:11]([C:15]([O:17][CH2:18][CH3:19])=[O:16])=[N:10]1, predict the reactants needed to synthesize it. The reactants are: [F:1][C:2]1[CH:7]=[CH:6][C:5]([CH3:8])=[CH:4][C:3]=1[N:9]1[C:13]([OH:14])=[CH:12][C:11]([C:15]([O:17][CH2:18][CH3:19])=[O:16])=[N:10]1.C(N(CC)CC)C.C1C=CC(N([S:34]([C:37]([F:40])([F:39])[F:38])(=[O:36])=[O:35])[S:34]([C:37]([F:40])([F:39])[F:38])(=[O:36])=[O:35])=CC=1.O. (2) Given the product [F:14][C:13]([F:15])=[CH:12][C:9]1[CH:10]=[CH:11][C:6]([CH:5]=[O:4])=[CH:7][CH:8]=1, predict the reactants needed to synthesize it. The reactants are: Cl.C([O:4][CH:5](OCC)[C:6]1[CH:11]=[CH:10][C:9]([CH:12]=[C:13]([F:15])[F:14])=[CH:8][CH:7]=1)C. (3) Given the product [C:1]([CH2:2][CH2:3][O:10][CH2:5][CH:6]([O:9][CH2:3][CH2:2][C:1]#[N:4])[CH2:7][O:8][CH2:3][CH2:2][C:1]#[N:4])#[N:4], predict the reactants needed to synthesize it. The reactants are: [C:1](#[N:4])[CH:2]=[CH2:3].[CH2:5]([OH:10])[CH:6]([OH:9])[CH2:7][OH:8]. (4) Given the product [F:1][C:2]1[CH:3]=[C:4]([S:8]([C:11]2[CH:20]=[C:19]3[C:14]([CH2:15][CH2:16][C@H:17]([CH2:21][N:22]([CH3:24])[CH2:23][C:34]([NH2:32])=[O:35])[O:18]3)=[CH:13][CH:12]=2)(=[O:10])=[O:9])[CH:5]=[CH:6][CH:7]=1, predict the reactants needed to synthesize it. The reactants are: [F:1][C:2]1[CH:3]=[C:4]([S:8]([C:11]2[CH:20]=[C:19]3[C:14]([CH2:15][CH2:16][C@H:17]([CH2:21][NH:22][CH3:23])[O:18]3)=[CH:13][CH:12]=2)(=[O:10])=[O:9])[CH:5]=[CH:6][CH:7]=1.[CH2:24](N(CC)CC)C.C[N:32]([CH:34]=[O:35])C. (5) Given the product [Br:8][C:6]1[CH:5]=[N:4][CH:3]=[C:2]([C:14]2[CH:15]=[C:10]([F:9])[CH:11]=[CH:12][C:13]=2[F:16])[CH:7]=1, predict the reactants needed to synthesize it. The reactants are: Br[C:2]1[CH:3]=[N:4][CH:5]=[C:6]([Br:8])[CH:7]=1.[F:9][C:10]1[CH:15]=[CH:14][C:13]([F:16])=[CH:12][C:11]=1B(O)O. (6) The reactants are: [N+:1]([C:4]1[CH:12]=[C:11]2[C:7]([CH2:8][O:9][C:10]2=[O:13])=[CH:6][CH:5]=1)([O-])=O.O.O.Cl[Sn]Cl. Given the product [NH2:1][C:4]1[CH:12]=[C:11]2[C:7]([CH2:8][O:9][C:10]2=[O:13])=[CH:6][CH:5]=1, predict the reactants needed to synthesize it. (7) Given the product [F:30][C:28]1[CH:29]=[C:24]([CH:25]=[C:26]([C:31]([F:34])([F:32])[F:33])[CH:27]=1)[C:23]([NH:22][CH2:21][C:19](=[O:20])[NH:18][CH:16]1[CH2:17][N:14]([CH:5]2[CH2:6][CH2:7][C:2]([OH:1])([C:9]3[S:13][CH:12]=[N:11][CH:10]=3)[CH2:3][CH2:4]2)[CH2:15]1)=[O:35], predict the reactants needed to synthesize it. The reactants are: [OH:1][C:2]1([C:9]2[S:13][CH:12]=[N:11][CH:10]=2)[CH2:7][CH2:6][C:5](=O)[CH2:4][CH2:3]1.[NH:14]1[CH2:17][CH:16]([NH:18][C:19]([CH2:21][NH:22][C:23](=[O:35])[C:24]2[CH:29]=[C:28]([F:30])[CH:27]=[C:26]([C:31]([F:34])([F:33])[F:32])[CH:25]=2)=[O:20])[CH2:15]1. (8) The reactants are: [F:1][C:2]1[CH:7]=[CH:6][C:5]([C:8]2[C:17]3[C:12](=[N:13][C:14]([C:18]([F:21])([F:20])[F:19])=[CH:15][CH:16]=3)[N:11]=[CH:10][CH:9]=2)=[CH:4][C:3]=1[OH:22].Br[C:24]1[CH:29]=[CH:28][CH:27]=[CH:26][N:25]=1. Given the product [F:1][C:2]1[CH:7]=[CH:6][C:5]([C:8]2[CH:9]=[CH:10][N:11]=[C:12]3[C:17]=2[CH:16]=[CH:15][C:14]([C:18]([F:19])([F:20])[F:21])=[N:13]3)=[CH:4][C:3]=1[O:22][C:24]1[CH:29]=[CH:28][CH:27]=[CH:26][N:25]=1, predict the reactants needed to synthesize it. (9) Given the product [CH3:2][C:3]1[CH:8]=[CH:7][N:6]=[C:5]([S:9][CH2:17][C:18]2[C:19]([Cl:26])=[CH:20][CH:21]=[C:22]([Cl:25])[C:23]=2[Cl:24])[N:4]=1, predict the reactants needed to synthesize it. The reactants are: Cl.[CH3:2][C:3]1[CH:8]=[CH:7][N:6]=[C:5]([SH:9])[N:4]=1.C(=O)([O-])[O-].[K+].[K+].Br[CH2:17][C:18]1[C:23]([Cl:24])=[C:22]([Cl:25])[CH:21]=[CH:20][C:19]=1[Cl:26].C(OCC)C.